From a dataset of Peptide-MHC class I binding affinity with 185,985 pairs from IEDB/IMGT. Regression. Given a peptide amino acid sequence and an MHC pseudo amino acid sequence, predict their binding affinity value. This is MHC class I binding data. (1) The peptide sequence is AFRHMAREL. The MHC is HLA-A24:02 with pseudo-sequence HLA-A24:02. The binding affinity (normalized) is 0.149. (2) The peptide sequence is SHLEVQGYW. The MHC is Mamu-B17 with pseudo-sequence Mamu-B17. The binding affinity (normalized) is 0.743. (3) The peptide sequence is IGRFYIQM. The MHC is H-2-Kb with pseudo-sequence H-2-Kb. The binding affinity (normalized) is 0.755. (4) The peptide sequence is LTTSCGNTL. The MHC is Patr-B0101 with pseudo-sequence Patr-B0101. The binding affinity (normalized) is 0.508. (5) The peptide sequence is RQQGRSWSIR. The MHC is Patr-A0401 with pseudo-sequence Patr-A0401. The binding affinity (normalized) is 0.304. (6) The peptide sequence is IITPVVFYR. The MHC is HLA-A03:01 with pseudo-sequence HLA-A03:01. The binding affinity (normalized) is 0.623. (7) The peptide sequence is CLLNYSGLK. The MHC is HLA-A03:01 with pseudo-sequence HLA-A03:01. The binding affinity (normalized) is 0.692. (8) The peptide sequence is ATIEAVLAK. The MHC is HLA-A31:01 with pseudo-sequence HLA-A31:01. The binding affinity (normalized) is 0.193.